This data is from Peptide-MHC class I binding affinity with 185,985 pairs from IEDB/IMGT. The task is: Regression. Given a peptide amino acid sequence and an MHC pseudo amino acid sequence, predict their binding affinity value. This is MHC class I binding data. (1) The peptide sequence is FLQRTDLSY. The MHC is HLA-A29:02 with pseudo-sequence HLA-A29:02. The binding affinity (normalized) is 1.00. (2) The peptide sequence is EIYRTLYGL. The MHC is HLA-B08:01 with pseudo-sequence HLA-B08:01. The binding affinity (normalized) is 0.182. (3) The peptide sequence is NLRETNLDSL. The MHC is HLA-A02:06 with pseudo-sequence HLA-A02:06. The binding affinity (normalized) is 0.167.